From a dataset of NCI-60 drug combinations with 297,098 pairs across 59 cell lines. Regression. Given two drug SMILES strings and cell line genomic features, predict the synergy score measuring deviation from expected non-interaction effect. (1) Drug 1: CC(C1=C(C=CC(=C1Cl)F)Cl)OC2=C(N=CC(=C2)C3=CN(N=C3)C4CCNCC4)N. Drug 2: CC1=C2C(C(=O)C3(C(CC4C(C3C(C(C2(C)C)(CC1OC(=O)C(C(C5=CC=CC=C5)NC(=O)C6=CC=CC=C6)O)O)OC(=O)C7=CC=CC=C7)(CO4)OC(=O)C)O)C)OC(=O)C. Cell line: SK-MEL-28. Synergy scores: CSS=24.7, Synergy_ZIP=-6.09, Synergy_Bliss=-1.19, Synergy_Loewe=-31.3, Synergy_HSA=-4.46. (2) Drug 1: CC1CCCC2(C(O2)CC(NC(=O)CC(C(C(=O)C(C1O)C)(C)C)O)C(=CC3=CSC(=N3)C)C)C. Drug 2: CC1C(C(CC(O1)OC2CC(CC3=C2C(=C4C(=C3O)C(=O)C5=C(C4=O)C(=CC=C5)OC)O)(C(=O)CO)O)N)O.Cl. Cell line: K-562. Synergy scores: CSS=34.6, Synergy_ZIP=5.04, Synergy_Bliss=4.14, Synergy_Loewe=0.336, Synergy_HSA=0.253. (3) Drug 1: CC12CCC3C(C1CCC2=O)CC(=C)C4=CC(=O)C=CC34C. Drug 2: CN(CCCl)CCCl.Cl. Cell line: NCI-H522. Synergy scores: CSS=25.5, Synergy_ZIP=-3.70, Synergy_Bliss=-1.92, Synergy_Loewe=-6.39, Synergy_HSA=-1.36. (4) Drug 1: CC(CN1CC(=O)NC(=O)C1)N2CC(=O)NC(=O)C2. Drug 2: CN(C)C1=NC(=NC(=N1)N(C)C)N(C)C. Cell line: UACC-257. Synergy scores: CSS=15.7, Synergy_ZIP=2.23, Synergy_Bliss=9.00, Synergy_Loewe=2.41, Synergy_HSA=4.06. (5) Drug 1: CNC(=O)C1=CC=CC=C1SC2=CC3=C(C=C2)C(=NN3)C=CC4=CC=CC=N4. Drug 2: CC1C(C(CC(O1)OC2CC(CC3=C2C(=C4C(=C3O)C(=O)C5=CC=CC=C5C4=O)O)(C(=O)C)O)N)O. Cell line: MDA-MB-435. Synergy scores: CSS=50.3, Synergy_ZIP=0.330, Synergy_Bliss=3.86, Synergy_Loewe=-19.1, Synergy_HSA=3.53. (6) Drug 1: CCC1=CC2CC(C3=C(CN(C2)C1)C4=CC=CC=C4N3)(C5=C(C=C6C(=C5)C78CCN9C7C(C=CC9)(C(C(C8N6C)(C(=O)OC)O)OC(=O)C)CC)OC)C(=O)OC.C(C(C(=O)O)O)(C(=O)O)O. Drug 2: CN(CCCl)CCCl.Cl. Cell line: NCI-H460. Synergy scores: CSS=66.2, Synergy_ZIP=1.80, Synergy_Bliss=2.69, Synergy_Loewe=-3.31, Synergy_HSA=0.752.